From a dataset of Forward reaction prediction with 1.9M reactions from USPTO patents (1976-2016). Predict the product of the given reaction. (1) Given the reactants [C:1]([C:4]1[C:9]([NH:10][C:11]([C:13]2[S:14][CH:15]=[C:16]([C:18]([F:21])([F:20])[F:19])[N:17]=2)=O)=[C:8]([Cl:22])[C:7]([O:23][CH3:24])=[CH:6][CH:5]=1)(=[O:3])[CH3:2].[OH-].[K+], predict the reaction product. The product is: [Cl:22][C:8]1[C:7]([O:23][CH3:24])=[CH:6][CH:5]=[C:4]2[C:9]=1[N:10]=[C:11]([C:13]1[S:14][CH:15]=[C:16]([C:18]([F:21])([F:20])[F:19])[N:17]=1)[CH:2]=[C:1]2[OH:3]. (2) Given the reactants [N:1]1([C:7]2[C:8]3[N:16]=[C:15]([C:17]4[CH:18]=[N:19][CH:20]=[CH:21][CH:22]=4)[S:14][C:9]=3[N:10]=[C:11]([NH2:13])[N:12]=2)[CH2:6][CH2:5][NH:4][CH2:3][CH2:2]1.[Cl:23][C:24]1[CH:36]=[CH:35][C:27]([O:28][C:29]([CH3:34])([CH3:33])[C:30](O)=[O:31])=[CH:26][CH:25]=1, predict the reaction product. The product is: [NH2:13][C:11]1[N:12]=[C:7]([N:1]2[CH2:6][CH2:5][N:4]([C:30](=[O:31])[C:29]([O:28][C:27]3[CH:35]=[CH:36][C:24]([Cl:23])=[CH:25][CH:26]=3)([CH3:34])[CH3:33])[CH2:3][CH2:2]2)[C:8]2[N:16]=[C:15]([C:17]3[CH:18]=[N:19][CH:20]=[CH:21][CH:22]=3)[S:14][C:9]=2[N:10]=1.